Dataset: Catalyst prediction with 721,799 reactions and 888 catalyst types from USPTO. Task: Predict which catalyst facilitates the given reaction. (1) Reactant: [CH2:1]([C:5]1[N:6]=[C:7]([CH2:27][CH2:28][CH3:29])[NH:8][C:9](=[O:26])[C:10]=1[CH2:11][C:12]1[CH:17]=[CH:16][C:15]([C:18]2[C:19]([C:24]#[N:25])=[CH:20][CH:21]=[CH:22][CH:23]=2)=[CH:14][CH:13]=1)[CH2:2][CH2:3][CH3:4].[O:30]1[C:34]2[CH:35]=[CH:36][C:37](B(O)O)=[CH:38][C:33]=2[CH2:32][CH2:31]1.N1C=CC=CC=1.C(N(CC)CC)C. Product: [CH2:1]([C:5]1[N:6]=[C:7]([CH2:27][CH2:28][CH3:29])[N:8]([C:37]2[CH:36]=[CH:35][C:34]3[O:30][CH2:31][CH2:32][C:33]=3[CH:38]=2)[C:9](=[O:26])[C:10]=1[CH2:11][C:12]1[CH:17]=[CH:16][C:15]([C:18]2[C:19]([C:24]#[N:25])=[CH:20][CH:21]=[CH:22][CH:23]=2)=[CH:14][CH:13]=1)[CH2:2][CH2:3][CH3:4]. The catalyst class is: 651. (2) Reactant: [C:1]([C@H:5]1[CH2:10][CH2:9][C@H:8]([O:11][C:12]2[CH:13]=[C:14]3[C:19](=[CH:20][CH:21]=2)[CH:18]=[C:17]([CH2:22][NH2:23])[CH:16]=[CH:15]3)[CH2:7][CH2:6]1)([CH3:4])([CH3:3])[CH3:2].[OH:24][CH2:25][C:26](=[CH2:31])[C:27]([O:29][CH3:30])=[O:28]. Product: [C:1]([C@H:5]1[CH2:10][CH2:9][C@H:8]([O:11][C:12]2[CH:13]=[C:14]3[C:19](=[CH:20][CH:21]=2)[CH:18]=[C:17]([CH2:22][NH:23][CH2:31][CH:26]([CH2:25][OH:24])[C:27]([O:29][CH3:30])=[O:28])[CH:16]=[CH:15]3)[CH2:7][CH2:6]1)([CH3:4])([CH3:2])[CH3:3]. The catalyst class is: 5.